This data is from NCI-60 drug combinations with 297,098 pairs across 59 cell lines. The task is: Regression. Given two drug SMILES strings and cell line genomic features, predict the synergy score measuring deviation from expected non-interaction effect. (1) Drug 1: C1=C(C(=O)NC(=O)N1)N(CCCl)CCCl. Drug 2: C(=O)(N)NO. Cell line: SF-295. Synergy scores: CSS=35.5, Synergy_ZIP=-1.84, Synergy_Bliss=-2.81, Synergy_Loewe=-6.74, Synergy_HSA=-0.977. (2) Drug 1: CC12CCC(CC1=CCC3C2CCC4(C3CC=C4C5=CN=CC=C5)C)O. Drug 2: COCCOC1=C(C=C2C(=C1)C(=NC=N2)NC3=CC=CC(=C3)C#C)OCCOC.Cl. Cell line: M14. Synergy scores: CSS=7.81, Synergy_ZIP=0.0605, Synergy_Bliss=6.50, Synergy_Loewe=4.89, Synergy_HSA=5.40. (3) Drug 1: CC1=C2C(C(=O)C3(C(CC4C(C3C(C(C2(C)C)(CC1OC(=O)C(C(C5=CC=CC=C5)NC(=O)OC(C)(C)C)O)O)OC(=O)C6=CC=CC=C6)(CO4)OC(=O)C)OC)C)OC. Drug 2: CC(C1=C(C=CC(=C1Cl)F)Cl)OC2=C(N=CC(=C2)C3=CN(N=C3)C4CCNCC4)N. Cell line: RXF 393. Synergy scores: CSS=14.1, Synergy_ZIP=-9.75, Synergy_Bliss=-15.7, Synergy_Loewe=-38.4, Synergy_HSA=-14.7. (4) Drug 1: CC1=C(C(=CC=C1)Cl)NC(=O)C2=CN=C(S2)NC3=CC(=NC(=N3)C)N4CCN(CC4)CCO. Drug 2: CC(C)NC(=O)C1=CC=C(C=C1)CNNC.Cl. Cell line: OVCAR3. Synergy scores: CSS=24.5, Synergy_ZIP=4.01, Synergy_Bliss=3.31, Synergy_Loewe=4.42, Synergy_HSA=6.42. (5) Drug 1: CN(C)C1=NC(=NC(=N1)N(C)C)N(C)C. Drug 2: C(CCl)NC(=O)N(CCCl)N=O. Cell line: SR. Synergy scores: CSS=67.5, Synergy_ZIP=-1.88, Synergy_Bliss=-3.11, Synergy_Loewe=-16.8, Synergy_HSA=-0.224.